From a dataset of Full USPTO retrosynthesis dataset with 1.9M reactions from patents (1976-2016). Predict the reactants needed to synthesize the given product. (1) Given the product [CH:6]1([NH:12][C:13]2[CH:22]=[C:21]3[C:16]([C:17](=[O:38])[N:18]([CH2:29][CH2:30][N:31]([CH2:32][C:33]([O:35][CH2:36][CH3:37])=[O:34])[CH3:1])[C:19](=[O:28])[N:20]3[CH:23]3[CH2:27][CH2:26][CH2:25][CH2:24]3)=[CH:15][C:14]=2[F:39])[CH2:11][CH2:10][CH2:9][CH2:8][CH2:7]1, predict the reactants needed to synthesize it. The reactants are: [CH2:1]1COCC1.[CH:6]1([NH:12][C:13]2[CH:22]=[C:21]3[C:16]([C:17](=[O:38])[N:18]([CH2:29][CH2:30][NH:31][CH2:32][C:33]([O:35][CH2:36][CH3:37])=[O:34])[C:19](=[O:28])[N:20]3[CH:23]3[CH2:27][CH2:26][CH2:25][CH2:24]3)=[CH:15][C:14]=2[F:39])[CH2:11][CH2:10][CH2:9][CH2:8][CH2:7]1.C(=O)([O-])[O-].[K+].[K+].CI. (2) Given the product [NH2:22][C:13]1[C:12]2=[N:11][N:10]([CH2:23][CH2:24][O:25][CH3:26])[C:9]([CH2:8][C:7]([NH:6][S:2]([CH3:1])(=[O:4])=[O:3])([CH3:28])[CH3:27])=[C:21]2[C:20]2[CH:19]=[CH:18][CH:17]=[CH:16][C:15]=2[N:14]=1, predict the reactants needed to synthesize it. The reactants are: [CH3:1][S:2](Cl)(=[O:4])=[O:3].[NH2:6][C:7]([CH3:28])([CH3:27])[CH2:8][C:9]1[N:10]([CH2:23][CH2:24][O:25][CH3:26])[N:11]=[C:12]2[C:21]=1[C:20]1[CH:19]=[CH:18][CH:17]=[CH:16][C:15]=1[N:14]=[C:13]2[NH2:22]. (3) Given the product [C:1]([N:5]1[C:9]([Cl:10])=[C:8]([CH2:11][OH:12])[C:7]([C:13]([F:14])([F:16])[F:15])=[N:6]1)([CH3:4])([CH3:2])[CH3:3], predict the reactants needed to synthesize it. The reactants are: [C:1]([N:5]1[C:9]([Cl:10])=[C:8]([CH:11]=[O:12])[C:7]([C:13]([F:16])([F:15])[F:14])=[N:6]1)([CH3:4])([CH3:3])[CH3:2].[BH4-].[Na+].O. (4) Given the product [Si:12]([O:11][CH2:10][C:2]1[NH:3][C:4]2[CH:9]=[CH:8][CH:7]=[CH:6][C:5]=2[N:1]=1)([C:15]([CH3:18])([CH3:17])[CH3:16])([CH3:14])[CH3:13], predict the reactants needed to synthesize it. The reactants are: [NH:1]1[C:5]2[CH:6]=[CH:7][CH:8]=[CH:9][C:4]=2[N:3]=[C:2]1[CH2:10][OH:11].[Si:12](Cl)([C:15]([CH3:18])([CH3:17])[CH3:16])([CH3:14])[CH3:13]. (5) Given the product [Cl:25][C:6]1[C:7]2[C:12]3[CH2:13][CH2:14][CH2:15][CH2:16][C:11]=3[S:10][C:8]=2[N:9]=[C:4]([CH2:3][O:2][CH3:1])[N:5]=1, predict the reactants needed to synthesize it. The reactants are: [CH3:1][O:2][CH2:3][C:4]1[N:5]=[C:6](O)[C:7]2[C:12]3[CH2:13][CH2:14][CH2:15][CH2:16][C:11]=3[S:10][C:8]=2[N:9]=1.C([O-])(O)=O.[Na+].O=P(Cl)(Cl)[Cl:25]. (6) Given the product [CH3:6][O:25][C:22]1([C:3]#[C:2][CH2:1][O:4][CH3:5])[CH2:23][CH2:24][C:19]([N:18]([CH3:32])[CH3:17])([C:26]2[CH:27]=[CH:28][CH:29]=[CH:30][CH:31]=2)[CH2:20][CH2:21]1, predict the reactants needed to synthesize it. The reactants are: [CH2:1]([O:4][CH3:5])[C:2]#[CH:3].[CH2:6]([Li])CCC.CCCCCC.[CH3:17][N:18]([CH3:32])[C:19]1([C:26]2[CH:31]=[CH:30][CH:29]=[CH:28][CH:27]=2)[CH2:24][CH2:23][C:22](=[O:25])[CH2:21][CH2:20]1.[Br-].[Li+].CI. (7) Given the product [C:1]([C:5]1[CH:10]=[CH:9][C:8]([N:11]2[CH:15]([C:16]3[CH:21]=[CH:20][C:19]([NH:43][CH2:42][C:41]4[CH:44]=[CH:45][C:38]([O:37][CH3:36])=[CH:39][CH:40]=4)=[C:18]([N+:23]([O-:25])=[O:24])[CH:17]=3)[CH2:14][CH2:13][CH:12]2[C:26]2[CH:31]=[CH:30][C:29]([NH:43][CH2:42][C:41]3[CH:44]=[CH:45][C:38]([O:37][CH3:36])=[CH:39][CH:40]=3)=[C:28]([N+:33]([O-:35])=[O:34])[CH:27]=2)=[CH:7][CH:6]=1)([CH3:4])([CH3:3])[CH3:2], predict the reactants needed to synthesize it. The reactants are: [C:1]([C:5]1[CH:10]=[CH:9][C:8]([N:11]2[CH:15]([C:16]3[CH:21]=[CH:20][C:19](Cl)=[C:18]([N+:23]([O-:25])=[O:24])[CH:17]=3)[CH2:14][CH2:13][CH:12]2[C:26]2[CH:31]=[CH:30][C:29](Cl)=[C:28]([N+:33]([O-:35])=[O:34])[CH:27]=2)=[CH:7][CH:6]=1)([CH3:4])([CH3:3])[CH3:2].[CH3:36][O:37][C:38]1[CH:45]=[CH:44][C:41]([CH2:42][NH2:43])=[CH:40][CH:39]=1.